Task: Predict the product of the given reaction.. Dataset: Forward reaction prediction with 1.9M reactions from USPTO patents (1976-2016) (1) Given the reactants [CH3:1][N:2]1[CH2:15][CH2:14][C:5]2[NH:6][C:7]3[CH:8]=[CH:9][C:10]([CH3:13])=[CH:11][C:12]=3[C:4]=2[CH2:3]1.[H-].[Na+].[F:18][C:19]1[CH:24]=[CH:23][C:22]([C:25]2(C)[CH2:27][O:26]2)=[CH:21][CH:20]=1.O.[CH2:30]1COCC1, predict the reaction product. The product is: [F:18][C:19]1[CH:20]=[CH:21][C:22]([CH:25]([N:6]2[C:7]3[CH:8]=[CH:9][C:10]([CH3:13])=[CH:11][C:12]=3[C:4]3[CH2:3][N:2]([CH3:1])[CH2:15][CH2:14][C:5]2=3)[CH:27]([OH:26])[CH3:30])=[CH:23][CH:24]=1. (2) Given the reactants [NH:1]1[CH2:6][CH2:5][C:4]2([O:11][C:10]3[C:12]4[C:17]([C:18](=[O:21])[C:19](=[O:20])[C:9]=3[S:8][CH2:7]2)=[CH:16][CH:15]=[CH:14][CH:13]=4)[CH2:3][CH2:2]1.[C:22](Cl)(=[O:29])[C:23]1[CH:28]=[CH:27][N:26]=[CH:25][CH:24]=1, predict the reaction product. The product is: [C:22]([N:1]1[CH2:2][CH2:3][C:4]2([O:11][C:10]3[C:12]4[C:17]([C:18](=[O:21])[C:19](=[O:20])[C:9]=3[S:8][CH2:7]2)=[CH:16][CH:15]=[CH:14][CH:13]=4)[CH2:5][CH2:6]1)(=[O:29])[C:23]1[CH:28]=[CH:27][N:26]=[CH:25][CH:24]=1.